From a dataset of Retrosynthesis with 50K atom-mapped reactions and 10 reaction types from USPTO. Predict the reactants needed to synthesize the given product. (1) Given the product O=C1c2ccccc2C(=O)N1CCCCC1COC(c2ccccc2)O1, predict the reactants needed to synthesize it. The reactants are: O=C1NC(=O)c2ccccc21.OCCCCC1COC(c2ccccc2)O1. (2) Given the product FC(F)(F)c1cccc(Oc2cccc(OCc3ccsc3)n2)c1, predict the reactants needed to synthesize it. The reactants are: Clc1cccc(OCc2ccsc2)n1.Oc1cccc(C(F)(F)F)c1. (3) Given the product OCCCc1ccc(Nc2cc(-c3cccc(Cl)c3)nc3c2CCC3)cc1, predict the reactants needed to synthesize it. The reactants are: Clc1cccc(-c2cc(Cl)c3c(n2)CCC3)c1.Nc1ccc(CCCO)cc1. (4) Given the product CNC(=O)c1cnccc1Nc1nc(-c2cc(Cl)ccc2F)nc2c1OCC2, predict the reactants needed to synthesize it. The reactants are: CN.O=C(O)c1cnccc1Nc1nc(-c2cc(Cl)ccc2F)nc2c1OCC2. (5) Given the product COc1ccc(CNc2cccc(-c3nc(N[C@H](C)C4CC4)nc(N[C@H](C)C4CC4)n3)n2)cc1, predict the reactants needed to synthesize it. The reactants are: COc1ccc(CN)cc1.C[C@@H](Nc1nc(N[C@H](C)C2CC2)nc(-c2cccc(Cl)n2)n1)C1CC1. (6) Given the product CC(=O)O[C@@H]1CS[C@@H](Oc2cccnc2)[C@H](OC(C)=O)[C@H]1OC(C)=O, predict the reactants needed to synthesize it. The reactants are: CC(=O)O[C@@H]1CS[C@H](Br)[C@H](OC(C)=O)[C@H]1OC(C)=O.Oc1cccnc1. (7) The reactants are: C[C@H]1CCCN1.O=C(O)c1nc2c(s1)CCOc1cc(-c3cn[nH]c3)ccc1-2. Given the product C[C@@H]1CCCN1C(=O)c1nc2c(s1)CCOc1cc(-c3cn[nH]c3)ccc1-2, predict the reactants needed to synthesize it. (8) The reactants are: CCOC(=O)CCc1cn(Cc2ccc(C(=O)O)cc2)nc1-c1ccccc1.Cc1oc(-c2ccccc2)nc1CN. Given the product CCOC(=O)CCc1cn(Cc2ccc(C(=O)NCc3nc(-c4ccccc4)oc3C)cc2)nc1-c1ccccc1, predict the reactants needed to synthesize it. (9) Given the product CCOC(=O)CN1CCCCC1, predict the reactants needed to synthesize it. The reactants are: C1CCNCC1.CCOC(=O)CBr.